Dataset: Catalyst prediction with 721,799 reactions and 888 catalyst types from USPTO. Task: Predict which catalyst facilitates the given reaction. Reactant: [CH3:1][C:2]1[C:3]([C:8]([OH:10])=[O:9])=[N:4][CH:5]=[CH:6][N:7]=1.[CH3:11][Si](C=[N+]=[N-])(C)C. Product: [CH3:11][O:9][C:8]([C:3]1[C:2]([CH3:1])=[N:7][CH:6]=[CH:5][N:4]=1)=[O:10]. The catalyst class is: 224.